From a dataset of Forward reaction prediction with 1.9M reactions from USPTO patents (1976-2016). Predict the product of the given reaction. Given the reactants [I:1][C:2]1[CH:3]=[N:4][NH:5][CH:6]=1.C(N(CC)CC)C.[C:14](O[C:14]([O:16][C:17]([CH3:20])([CH3:19])[CH3:18])=[O:15])([O:16][C:17]([CH3:20])([CH3:19])[CH3:18])=[O:15], predict the reaction product. The product is: [I:1][C:2]1[CH:3]=[N:4][N:5]([C:14]([O:16][C:17]([CH3:20])([CH3:19])[CH3:18])=[O:15])[CH:6]=1.